This data is from Catalyst prediction with 721,799 reactions and 888 catalyst types from USPTO. The task is: Predict which catalyst facilitates the given reaction. (1) Reactant: [P:1]([OH:13])([O:8][C:9]([CH3:12])([CH3:11])[CH3:10])([O:3][C:4]([CH3:7])([CH3:6])[CH3:5])=[O:2].[OH-].[CH3:15][N+:16]([CH3:19])([CH3:18])[CH3:17]. Product: [C:4]([O:3][P:1]([O:8][C:9]([CH3:12])([CH3:11])[CH3:10])([OH:13])=[O:2])([CH3:7])([CH3:6])[CH3:5].[CH3:15][N+:16]([CH3:19])([CH3:18])[CH3:17]. The catalyst class is: 21. (2) Reactant: [Cl:1][C:2]1[N:7]=[C:6](Cl)[C:5]([NH2:9])=[CH:4][N:3]=1.Cl.[NH:11]1[CH2:16][CH2:15][O:14][CH2:13][CH:12]1[C:17](O)=[O:18].C(N(CC)C(C)C)(C)C.O. Product: [Cl:1][C:2]1[N:3]=[CH:4][C:5]2[NH:9][C:17](=[O:18])[CH:12]3[CH2:13][O:14][CH2:15][CH2:16][N:11]3[C:6]=2[N:7]=1. The catalyst class is: 16. (3) Reactant: [Cl:1][C:2]1[CH:11]=[C:10]2[C:5]([C:6]([NH:12][C@H:13]3[CH2:18][CH2:17][C@@H:16]([NH2:19])[CH2:15][CH2:14]3)=[CH:7][CH:8]=[N:9]2)=[CH:4][CH:3]=1.Br[C:21]1[CH:26]=[C:25]([F:27])[CH:24]=[C:23]([F:28])[CH:22]=1.C1(P(C2C=CC=CC=2)C2C=CC3C(=CC=CC=3)C=2C2C3C(=CC=CC=3)C=CC=2P(C2C=CC=CC=2)C2C=CC=CC=2)C=CC=CC=1. Product: [Cl:1][C:2]1[CH:11]=[C:10]2[C:5]([C:6]([NH:12][C@H:13]3[CH2:14][CH2:15][C@@H:16]([NH:19][C:21]4[CH:26]=[C:25]([F:27])[CH:24]=[C:23]([F:28])[CH:22]=4)[CH2:17][CH2:18]3)=[CH:7][CH:8]=[N:9]2)=[CH:4][CH:3]=1. The catalyst class is: 110. (4) Reactant: [CH:1]1([C:6]([NH:8][C:9]2[CH:14]=[CH:13][CH:12]=[C:11]([C:15]3[C:23]4[C:18](=[CH:19][CH:20]=[C:21]([C:24]5[N:28]=[CH:27][N:26](C(C6C=CC=CC=6)(C6C=CC=CC=6)C6C=CC=CC=6)[N:25]=5)[CH:22]=4)[N:17](C4CCCCO4)[N:16]=3)[CH:10]=2)=[O:7])[CH2:5][CH2:4][CH2:3][CH2:2]1. Product: [NH:26]1[CH:27]=[N:28][C:24]([C:21]2[CH:22]=[C:23]3[C:18](=[CH:19][CH:20]=2)[NH:17][N:16]=[C:15]3[C:11]2[CH:10]=[C:9]([NH:8][C:6]([CH:1]3[CH2:2][CH2:3][CH2:4][CH2:5]3)=[O:7])[CH:14]=[CH:13][CH:12]=2)=[N:25]1. The catalyst class is: 89. (5) Reactant: [NH:1]([C:3]([C:5]1[NH:6][CH:7]=[CH:8][N:9]=1)=[O:4])[NH2:2].[CH3:10]OC(OC)N(C)C.C(OCC)C. Product: [N:6]1[CH:7]=[CH:8][N:9]2[C:5]=1[C:3](=[O:4])[NH:1][N:2]=[CH:10]2. The catalyst class is: 736. (6) Reactant: CN([CH:4]=[O:5])C.O=P(Cl)(Cl)Cl.[Cl:11][C:12]1[CH:16]=[CH:15][NH:14][C:13]=1[C:17]([O:19][CH3:20])=[O:18]. Product: [Cl:11][C:12]1[C:16]([CH:4]=[O:5])=[CH:15][NH:14][C:13]=1[C:17]([O:19][CH3:20])=[O:18].[Cl:11][C:12]1[CH:16]=[C:15]([CH:4]=[O:5])[NH:14][C:13]=1[C:17]([O:19][CH3:20])=[O:18]. The catalyst class is: 68. (7) Reactant: [Cl:1][C:2]1[CH:3]=[C:4](B(O)O)[CH:5]=[CH:6][C:7]=1[F:8].[N:12]1([C:18]([O:20][C:21]([CH3:24])([CH3:23])[CH3:22])=[O:19])[CH2:17][CH2:16][NH:15][CH2:14][CH2:13]1.O.[C:26]([OH:30])(=[O:29])[CH:27]=O. Product: [C:21]([O:20][C:18]([N:12]1[CH2:17][CH2:16][N:15]([CH:27]([C:4]2[CH:5]=[CH:6][C:7]([F:8])=[C:2]([Cl:1])[CH:3]=2)[C:26]([OH:30])=[O:29])[CH2:14][CH2:13]1)=[O:19])([CH3:24])([CH3:23])[CH3:22]. The catalyst class is: 2. (8) Reactant: Cl.Cl.[F:3][C:4]1[CH:9]=[C:8]([C:10]2[N:14]3[CH:15]=[CH:16][C:17]([C:19]4[CH:24]=[CH:23][N:22]=[CH:21][CH:20]=4)=[CH:18][C:13]3=[N:12][CH:11]=2)[CH:7]=[CH:6][C:5]=1[CH2:25][C:26](O)=[O:27].[C:29]([C:33]1[CH:38]=[C:37]([CH2:39][N:40]2[CH2:45][CH2:44][O:43][CH2:42][CH2:41]2)[N:36]=[C:35]([NH2:46])[CH:34]=1)([CH3:32])([CH3:31])[CH3:30].C(N(C(C)C)CC)(C)C.CN(C(ON1N=NC2C=CC=NC1=2)=[N+](C)C)C.F[P-](F)(F)(F)(F)F. Product: [C:29]([C:33]1[CH:38]=[C:37]([CH2:39][N:40]2[CH2:45][CH2:44][O:43][CH2:42][CH2:41]2)[N:36]=[C:35]([NH:46][C:26](=[O:27])[CH2:25][C:5]2[CH:6]=[CH:7][C:8]([C:10]3[N:14]4[CH:15]=[CH:16][C:17]([C:19]5[CH:24]=[CH:23][N:22]=[CH:21][CH:20]=5)=[CH:18][C:13]4=[N:12][CH:11]=3)=[CH:9][C:4]=2[F:3])[CH:34]=1)([CH3:32])([CH3:30])[CH3:31]. The catalyst class is: 39. (9) Reactant: [CH:1]([C:4]1[CH:10]=[CH:9][CH:8]=[CH:7][C:5]=1[NH2:6])([CH3:3])[CH3:2].[Br:11]Br. Product: [Br:11][C:9]1[CH:8]=[CH:7][C:5]([NH2:6])=[C:4]([CH:1]([CH3:3])[CH3:2])[CH:10]=1. The catalyst class is: 4.